Dataset: Reaction yield outcomes from USPTO patents with 853,638 reactions. Task: Predict the reaction yield, written as a fraction of the theoretical maximum amount of product (1.0 means a 100% yield; for example, 0.34 means a 34% yield). (1) The reactants are C(OC([N:8]1[C:17]2[C:12](=[CH:13][CH:14]=[C:15]([O:18][CH3:19])[CH:16]=2)[CH:11]([CH2:20][CH3:21])[CH2:10][CH2:9]1)=O)(C)(C)C.C(O)(C(F)(F)F)=O. The catalyst is C(Cl)Cl. The product is [CH2:20]([CH:11]1[C:12]2[C:17](=[CH:16][C:15]([O:18][CH3:19])=[CH:14][CH:13]=2)[NH:8][CH2:9][CH2:10]1)[CH3:21]. The yield is 0.950. (2) The reactants are [CH3:1][C:2]1[O:6][N:5]=[C:4]([CH2:7][OH:8])[CH:3]=1.CN1CCOCC1.ClC(OC1C=CC([N+]([O-])=O)=CC=1)=O.[CH:29]([CH:32]1[C:37]2[N:38]=[CH:39][NH:40][C:36]=2[CH2:35][CH2:34][N:33]1[C:41](OCC1SC=CN=1)=[O:42])([CH3:31])[CH3:30].CCN(C(C)C)C(C)C. The catalyst is C(Cl)Cl. The product is [CH:29]([CH:32]1[C:37]2[N:38]=[CH:39][NH:40][C:36]=2[CH2:35][CH2:34][N:33]1[C:41]([O:8][CH2:7][C:4]1[CH:3]=[C:2]([CH3:1])[O:6][N:5]=1)=[O:42])([CH3:31])[CH3:30]. The yield is 0.0970. (3) The reactants are [CH:1]1([O:7][CH2:8][CH:9]2[CH2:14][CH:13]([C:15]([OH:17])=O)[CH2:12][CH2:11][N:10]2[C:18]([O:20][CH3:21])=[O:19])[CH2:6][CH2:5][CH2:4][CH2:3][CH2:2]1.N1(C(N2C=CN=C2)=O)C=CN=C1.[CH2:34]([O:36][C:37](=[O:42])[CH2:38][C:39]([O-:41])=O)[CH3:35].[K+].[Cl-].[Mg+2].[Cl-].Cl. The catalyst is CN1C2C(N=C(N)NC=2NCC1CNC1C=CC(C(NC(C(O)=O)CCC(O)=O)=O)=CC=1)=O.C(Cl)Cl. The product is [CH:1]1([O:7][CH2:8][C@H:9]2[CH2:14][C@H:13]([C:15](=[O:17])[CH2:38][C:37]([O:36][CH2:34][CH3:35])=[O:42])[CH2:12][CH2:11][N:10]2[C:18]([O:20][CH3:21])=[O:19])[CH2:2][CH2:3][CH2:4][CH2:5][CH2:6]1.[CH:1]1([O:7][CH2:8][C@H:9]2[CH2:14][C@@H:13]([C:39](=[O:41])[CH2:38][C:37]([O:36][CH2:34][CH3:35])=[O:42])[CH2:12][CH2:11][N:10]2[C:18]([O:20][CH3:21])=[O:19])[CH2:2][CH2:3][CH2:4][CH2:5][CH2:6]1. The yield is 0.0700. (4) The product is [C:26]([Si:30]([CH3:32])([CH3:31])[O:18][CH2:17][CH2:16][N:13]1[CH2:12][CH2:11][N:10]([CH2:9][C:8]2[CH:19]=[CH:20][C:5]([N+:2]([O-:4])=[O:3])=[CH:6][CH:7]=2)[CH2:15][CH2:14]1)([CH3:29])([CH3:28])[CH3:27]. The catalyst is CN(C=O)C. The yield is 0.940. The reactants are Br.[N+:2]([C:5]1[CH:20]=[CH:19][C:8]([CH2:9][N:10]2[CH2:15][CH2:14][N:13]([CH2:16][CH2:17][OH:18])[CH2:12][CH2:11]2)=[CH:7][CH:6]=1)([O-:4])=[O:3].N1C=CN=C1.[C:26]([Si:30](Cl)([CH3:32])[CH3:31])([CH3:29])([CH3:28])[CH3:27]. (5) The reactants are [CH3:1][C:2]1[CH:15]=[N:14][C:5]2[NH:6][C:7]3[C:12]([C:4]=2[CH:3]=1)=[CH:11][CH:10]=[CH:9][C:8]=3[OH:13].[F:16][C:17]([F:30])([F:29])[S:18](O[S:18]([C:17]([F:30])([F:29])[F:16])(=[O:20])=[O:19])(=[O:20])=[O:19].C(#N)C. The catalyst is N1C=CC=CC=1.C(OCC)(=O)C. The product is [F:16][C:17]([F:30])([F:29])[S:18]([O:13][C:8]1[CH:9]=[CH:10][CH:11]=[C:12]2[C:7]=1[NH:6][C:5]1[N:14]=[CH:15][C:2]([CH3:1])=[CH:3][C:4]2=1)(=[O:20])=[O:19]. The yield is 0.440. (6) The product is [N:1]([CH2:4][CH2:5][O:6][CH2:7][CH2:8][O:9][CH2:10][CH2:11][O:12][CH2:13][CH2:14][O:15][CH2:16][CH2:17][O:18][CH2:19][CH2:20][NH2:21])=[N+:2]=[N-:3]. The reactants are [N:1]([CH2:4][CH2:5][O:6][CH2:7][CH2:8][O:9][CH2:10][CH2:11][O:12][CH2:13][CH2:14][O:15][CH2:16][CH2:17][O:18][CH2:19][CH2:20][N:21]=[N+]=[N-])=[N+:2]=[N-:3].C1(P(C2C=CC=CC=2)C2C=CC=CC=2)C=CC=CC=1. The catalyst is Cl.CCOCC. The yield is 0.950. (7) The reactants are C[O:2][C:3](=[O:33])[CH:4]([C:8]1[C:9]([C:27]2[CH:32]=[CH:31][CH:30]=[CH:29][CH:28]=2)=[N:10][C:11]([N:21]2[CH2:26][CH2:25][CH2:24][CH2:23][CH2:22]2)=[N:12][C:13]=1[C:14]1[CH:19]=[CH:18][C:17]([CH3:20])=[CH:16][CH:15]=1)[CH2:5][CH2:6][CH3:7].[OH-].[Na+]. The catalyst is CO. The product is [C:27]1([C:9]2[C:8]([CH:4]([CH2:5][CH2:6][CH3:7])[C:3]([OH:33])=[O:2])=[C:13]([C:14]3[CH:15]=[CH:16][C:17]([CH3:20])=[CH:18][CH:19]=3)[N:12]=[C:11]([N:21]3[CH2:26][CH2:25][CH2:24][CH2:23][CH2:22]3)[N:10]=2)[CH:28]=[CH:29][CH:30]=[CH:31][CH:32]=1. The yield is 0.680. (8) The reactants are [Br:1][C:2]1[CH:3]=[C:4]2[C:8](=[CH:9][CH:10]=1)[NH:7][CH:6]=[CH:5]2.C([Mg]Br)C.[CH3:15][C:16]1([CH3:24])[C:18]([CH3:20])([CH3:19])[CH:17]1[C:21](Cl)=[O:22]. The catalyst is ClCCl.[Cl-].[Zn+2].[Cl-]. The product is [Br:1][C:2]1[CH:3]=[C:4]2[C:8](=[CH:9][CH:10]=1)[NH:7][CH:6]=[C:5]2[C:21]([CH:17]1[C:18]([CH3:20])([CH3:19])[C:16]1([CH3:24])[CH3:15])=[O:22]. The yield is 0.380. (9) The reactants are [Br:1][C:2]1[CH:7]=[CH:6][C:5]([CH:8]([CH:15]([NH:22]O)[C:16]2[CH:17]=[N:18][CH:19]=[CH:20][CH:21]=2)[C:9](=[O:14])[C:10]([F:13])([F:12])[F:11])=[CH:4][CH:3]=1.II.[I-].[K+].C(=O)(O)[O-].[Na+]. The catalyst is O.C1COCC1. The product is [Br:1][C:2]1[CH:7]=[CH:6][C:5]([C:8]2[C:15]([C:16]3[CH:17]=[N:18][CH:19]=[CH:20][CH:21]=3)=[N:22][O:14][C:9]=2[C:10]([F:11])([F:13])[F:12])=[CH:4][CH:3]=1. The yield is 0.730. (10) The reactants are [CH2:1]([C:5]1[CH:6]=[C:7]([CH:10]=[CH:11][CH:12]=1)[C:8]#[N:9])[CH2:2][C:3]#[CH:4].Br[C:14]1[S:15][CH:16]=[C:17]([C:19]2[CH:24]=[CH:23][CH:22]=[CH:21][CH:20]=2)[N:18]=1.CCN(CC)CC. The catalyst is CN(C=O)C.[Cu](I)I.C1C=CC([P]([Pd]([P](C2C=CC=CC=2)(C2C=CC=CC=2)C2C=CC=CC=2)([P](C2C=CC=CC=2)(C2C=CC=CC=2)C2C=CC=CC=2)[P](C2C=CC=CC=2)(C2C=CC=CC=2)C2C=CC=CC=2)(C2C=CC=CC=2)C2C=CC=CC=2)=CC=1. The product is [C:19]1([C:17]2[N:18]=[C:14]([C:4]#[C:3][CH2:2][CH2:1][C:5]3[CH:6]=[C:7]([CH:10]=[CH:11][CH:12]=3)[C:8]#[N:9])[S:15][CH:16]=2)[CH:20]=[CH:21][CH:22]=[CH:23][CH:24]=1. The yield is 0.500.